Dataset: Forward reaction prediction with 1.9M reactions from USPTO patents (1976-2016). Task: Predict the product of the given reaction. (1) Given the reactants O[C:2]1[C:11]2[C:6](=[CH:7][CH:8]=[C:9]([C:12]3[CH:17]=[CH:16][C:15]([F:18])=[CH:14][CH:13]=3)[CH:10]=2)[N:5]=[CH:4][N:3]=1.C(N(C(C)C)CC)(C)C.O=P(Cl)(Cl)[Cl:30], predict the reaction product. The product is: [Cl:30][C:2]1[C:11]2[C:6](=[CH:7][CH:8]=[C:9]([C:12]3[CH:17]=[CH:16][C:15]([F:18])=[CH:14][CH:13]=3)[CH:10]=2)[N:5]=[CH:4][N:3]=1. (2) Given the reactants [CH2:1]([O:8][CH2:9][C@H:10]([OH:22])[CH2:11][C:12]1([S:15]([O:18][CH:19]([CH3:21])[CH3:20])(=[O:17])=[O:16])[CH2:14][CH2:13]1)[C:2]1[CH:7]=[CH:6][CH:5]=[CH:4][CH:3]=1.[CH2:23](Cl)[C:24]1[CH:29]=[CH:28][CH:27]=[CH:26][CH:25]=1.O.CC(OC)(C)C, predict the reaction product. The product is: [CH2:23]([O:22][C@@H:10]([CH2:9][O:8][CH2:1][C:2]1[CH:3]=[CH:4][CH:5]=[CH:6][CH:7]=1)[CH2:11][C:12]1([S:15]([O:18][CH:19]([CH3:20])[CH3:21])(=[O:16])=[O:17])[CH2:13][CH2:14]1)[C:24]1[CH:29]=[CH:28][CH:27]=[CH:26][CH:25]=1. (3) Given the reactants [C@H:1]12[CH2:7][C@H:4]([NH:5][CH2:6]1)[CH2:3][N:2]2[C:8]([O:10][C:11]([CH3:14])([CH3:13])[CH3:12])=[O:9].F[C:16]1[CH:21]=[CH:20][C:19]([C:22](=[O:24])[CH3:23])=[CH:18][CH:17]=1, predict the reaction product. The product is: [C:22]([C:19]1[CH:20]=[CH:21][C:16]([N:5]2[CH2:6][C@@H:1]3[CH2:7][C@H:4]2[CH2:3][N:2]3[C:8]([O:10][C:11]([CH3:14])([CH3:13])[CH3:12])=[O:9])=[CH:17][CH:18]=1)(=[O:24])[CH3:23]. (4) Given the reactants C(O[C@H]1CN(C(OC(C)(C)C)=O)[C@@H]([C@@H](O)[C@@H](NC(=O)[C:32]2[CH:37]=[CH:36][CH:35]=[C:34]([C:38]([N:40]3CCC[C@@H]3C3SC=C(C)N=3)=[O:39])[CH:33]=2)CC2C=CC=CC=2)C1)C1C=CC=CC=1.Cl.O1CCOCC1, predict the reaction product. The product is: [C:38]([NH2:40])(=[O:39])[C:34]1[CH:35]=[CH:36][CH:37]=[CH:32][CH:33]=1. (5) The product is: [CH3:20][C:19]([CH3:21])([CH3:22])[C:18]#[C:17][C:15]1[S:14][C:13]([C:23]([O:25][CH3:26])=[O:24])=[C:12]([NH:11][C@@H:8]([CH2:9][CH3:10])[C:6]([O:5][CH3:1])=[O:7])[CH:16]=1. Given the reactants [C:1]([O:5][C:6]([C@@H:8]([NH:11][C:12]1[CH:16]=[C:15]([C:17]#[C:18][C:19]([CH3:22])([CH3:21])[CH3:20])[S:14][C:13]=1[C:23]([O:25][CH3:26])=[O:24])[CH2:9][CH3:10])=[O:7])(C)(C)C.Cl, predict the reaction product. (6) Given the reactants [Cl:1][C:2]1[N:7]=[C:6]([N:8]2[CH2:14][CH:13]3[O:15][CH:10]([CH2:11][CH2:12]3)[CH2:9]2)[CH:5]=[C:4]([Cl:16])[N:3]=1.CC1(C)C(C)(C)OB([C:25]2[CH:31]=[CH:30][C:28]([NH2:29])=[CH:27][CH:26]=2)O1.C([O-])([O-])=O.[Na+].[Na+], predict the reaction product. The product is: [Cl:1][C:2]1[N:3]=[C:4]([C:25]2[CH:31]=[CH:30][C:28]([NH2:29])=[CH:27][CH:26]=2)[CH:5]=[C:6]([N:8]2[CH2:14][CH:13]3[O:15][CH:10]([CH2:11][CH2:12]3)[CH2:9]2)[N:7]=1.[Cl:16][C:4]1[CH:5]=[C:6]([N:8]2[CH2:14][CH:13]3[O:15][CH:10]([CH2:11][CH2:12]3)[CH2:9]2)[N:7]=[C:2]([C:25]2[CH:31]=[CH:30][C:28]([NH2:29])=[CH:27][CH:26]=2)[N:3]=1.